Dataset: NCI-60 drug combinations with 297,098 pairs across 59 cell lines. Task: Regression. Given two drug SMILES strings and cell line genomic features, predict the synergy score measuring deviation from expected non-interaction effect. (1) Drug 1: CN(C)N=NC1=C(NC=N1)C(=O)N. Drug 2: CC1C(C(CC(O1)OC2CC(CC3=C2C(=C4C(=C3O)C(=O)C5=C(C4=O)C(=CC=C5)OC)O)(C(=O)CO)O)N)O.Cl. Cell line: UO-31. Synergy scores: CSS=53.7, Synergy_ZIP=-2.70, Synergy_Bliss=4.77, Synergy_Loewe=-14.7, Synergy_HSA=6.73. (2) Drug 1: CC1=C2C(C(=O)C3(C(CC4C(C3C(C(C2(C)C)(CC1OC(=O)C(C(C5=CC=CC=C5)NC(=O)OC(C)(C)C)O)O)OC(=O)C6=CC=CC=C6)(CO4)OC(=O)C)O)C)O. Drug 2: C1=CN(C=N1)CC(O)(P(=O)(O)O)P(=O)(O)O. Cell line: UO-31. Synergy scores: CSS=1.30, Synergy_ZIP=-1.28, Synergy_Bliss=-1.86, Synergy_Loewe=1.37, Synergy_HSA=-1.23. (3) Drug 1: CCC1=C2CN3C(=CC4=C(C3=O)COC(=O)C4(CC)O)C2=NC5=C1C=C(C=C5)O. Drug 2: CS(=O)(=O)CCNCC1=CC=C(O1)C2=CC3=C(C=C2)N=CN=C3NC4=CC(=C(C=C4)OCC5=CC(=CC=C5)F)Cl. Cell line: SNB-75. Synergy scores: CSS=27.9, Synergy_ZIP=-7.40, Synergy_Bliss=-6.38, Synergy_Loewe=-36.0, Synergy_HSA=-4.29. (4) Synergy scores: CSS=-0.421, Synergy_ZIP=-0.126, Synergy_Bliss=-1.64, Synergy_Loewe=-4.08, Synergy_HSA=-2.47. Drug 1: CS(=O)(=O)C1=CC(=C(C=C1)C(=O)NC2=CC(=C(C=C2)Cl)C3=CC=CC=N3)Cl. Drug 2: C(CN)CNCCSP(=O)(O)O. Cell line: BT-549.